Dataset: Catalyst prediction with 721,799 reactions and 888 catalyst types from USPTO. Task: Predict which catalyst facilitates the given reaction. (1) Reactant: [N+]([C:4]1[C:9]([O:10][CH3:11])=[CH:8][CH:7]=[CH:6][C:5]=1[CH:12]=[C:13]([N+:15]([O-])=O)[CH3:14])([O-])=O.CCOC(C)=O.C(O)(=O)C. The catalyst class is: 256. Product: [CH3:14][C:13]1[NH:15][C:4]2[C:5]([CH:12]=1)=[CH:6][CH:7]=[CH:8][C:9]=2[O:10][CH3:11]. (2) Reactant: [Cl:1]N1C(=O)CCC1=O.[Cl:9][C:10]1[N:11]=[CH:12][C:13]([N:16]2[CH2:21][CH2:20][CH:19]([N:22]3[CH2:26][CH2:25][C@H:24]([NH:27][C:28]4[CH:29]=[N:30][C:31]([S:34]([CH3:37])(=[O:36])=[O:35])=[CH:32][CH:33]=4)[C:23]3=[O:38])[CH2:18][CH2:17]2)=[N:14][CH:15]=1. Product: [Cl:1][C:12]1[C:13]([N:16]2[CH2:17][CH2:18][CH:19]([N:22]3[CH2:26][CH2:25][C@H:24]([NH:27][C:28]4[CH:29]=[N:30][C:31]([S:34]([CH3:37])(=[O:36])=[O:35])=[CH:32][CH:33]=4)[C:23]3=[O:38])[CH2:20][CH2:21]2)=[N:14][CH:15]=[C:10]([Cl:9])[N:11]=1. The catalyst class is: 52. (3) Reactant: [Si]([O:8][C@H:9]([C:46]1[CH:51]=[CH:50][C:49]([OH:52])=[C:48]([CH2:53][OH:54])[CH:47]=1)[CH2:10][NH:11][CH2:12][CH2:13][C:14]1[CH:19]=[CH:18][C:17]([O:20][CH2:21][CH2:22][C:23]2[CH:28]=[CH:27][C:26]([OH:29])=[C:25]([C@@H:30]([C:40]3[CH:45]=[CH:44][CH:43]=[CH:42][CH:41]=3)[CH2:31][CH2:32][N:33]([CH:37]([CH3:39])[CH3:38])[CH:34]([CH3:36])[CH3:35])[CH:24]=2)=[CH:16][CH:15]=1)(C(C)(C)C)(C)C.O.[F-].[NH4+].C(=O)([O-])O.[Na+]. Product: [NH3:11].[CH:37]([N:33]([CH:34]([CH3:36])[CH3:35])[CH2:32][CH2:31][C@@H:30]([C:25]1[CH:24]=[C:23]([CH2:22][CH2:21][O:20][C:17]2[CH:18]=[CH:19][C:14]([CH2:13][CH2:12][NH:11][CH2:10][C@H:9]([OH:8])[C:46]3[CH:51]=[CH:50][C:49]([OH:52])=[C:48]([CH2:53][OH:54])[CH:47]=3)=[CH:15][CH:16]=2)[CH:28]=[CH:27][C:26]=1[OH:29])[C:40]1[CH:41]=[CH:42][CH:43]=[CH:44][CH:45]=1)([CH3:38])[CH3:39]. The catalyst class is: 125. (4) Reactant: [Br:1][C:2]1[C:3]([CH3:16])=[C:4]([NH:8][C:9]([C:11]2[NH:12][CH:13]=[CH:14]N=2)=O)[CH:5]=[CH:6][CH:7]=1.C(=O)([O-])[O-:18].[K+].[K+].Br[CH2:24][CH:25](OCC)OCC. Product: [Br:1][C:2]1[CH:7]=[CH:6][CH:5]=[C:4]2[C:3]=1[CH:16]=[C:9]([C:11]([N:12]1[CH2:13][CH2:14][CH2:25][CH2:24]1)=[O:18])[NH:8]2. The catalyst class is: 31. (5) Reactant: [C:1]1([N:7]=[C:8]([S:15][CH:16]([CH2:22][CH3:23])[CH:17]([CH3:21])[CH2:18][CH2:19][CH3:20])[C:9]#[C:10][Si](C)(C)C)[CH:6]=[CH:5][CH:4]=[CH:3][CH:2]=1.C(=O)([O-])[O-].[K+].[K+].[Cl-].[Na+]. Product: [C:1]1([N:7]=[C:8]([S:15][CH:16]([CH2:22][CH3:23])[CH:17]([CH3:21])[CH2:18][CH2:19][CH3:20])[C:9]#[CH:10])[CH:6]=[CH:5][CH:4]=[CH:3][CH:2]=1. The catalyst class is: 5. (6) Reactant: ClC1N=C(Cl)N=C2NN=CC=12.O1C=CCCC1.CC1C=CC(S(O)(=O)=O)=CC=1.Cl[C:30]1[N:35]=[C:34]([Cl:36])[N:33]=[C:32]2[N:37]([CH:40]3[CH2:45][CH2:44][CH2:43][CH2:42][O:41]3)[N:38]=[CH:39][C:31]=12.[C:46]([NH:50][C:51]1[CH:52]=[C:53](B(O)O)[CH:54]=[CH:55][CH:56]=1)(=[O:49])[CH:47]=[CH2:48]. Product: [Cl:36][C:34]1[N:33]=[C:32]2[N:37]([CH:40]3[CH2:45][CH2:44][CH2:43][CH2:42][O:41]3)[N:38]=[CH:39][C:31]2=[C:30]([C:53]2[CH:52]=[C:51]([NH:50][C:46](=[O:49])[CH:47]=[CH2:48])[CH:56]=[CH:55][CH:54]=2)[N:35]=1. The catalyst class is: 168. (7) Reactant: [NH2:1][C:2]([NH2:4])=[O:3].[S:5]([O:10]C)([O:8][CH3:9])(=[O:7])=[O:6].S(=O)(=O)(O)O.CC(C)=O. Product: [S:5]([OH:10])([OH:8])(=[O:7])=[O:6].[CH3:9][O:3][C:2](=[NH:4])[NH2:1]. The catalyst class is: 28. (8) Reactant: [CH:1]([C@H:3]1[CH2:8][CH2:7][CH2:6][CH2:5][N:4]1[C:9]([O:11][C:12]([CH3:15])([CH3:14])[CH3:13])=[O:10])=[O:2].[Cl:16][C:17]1[CH:18]=[C:19](Br)[CH:20]=[C:21]([F:23])[CH:22]=1.O. Product: [Cl:16][C:17]1[CH:18]=[C:19]([C@H:1]([OH:2])[C@H:3]2[CH2:8][CH2:7][CH2:6][CH2:5][N:4]2[C:9]([O:11][C:12]([CH3:15])([CH3:14])[CH3:13])=[O:10])[CH:20]=[C:21]([F:23])[CH:22]=1. The catalyst class is: 765. (9) Reactant: [Br:1][CH2:2][C:3](Br)=[O:4].[Si:6]([O:13][C:14]1[CH:15]=[C:16]2[C:21](=[CH:22][CH:23]=1)[C:20]([CH3:25])([CH3:24])[NH:19][CH:18]([C:26]([O:28][CH3:29])=[O:27])[CH2:17]2)([C:9]([CH3:12])([CH3:11])[CH3:10])([CH3:8])[CH3:7].CCN(CC)CC. Product: [Br:1][CH2:2][C:3]([N:19]1[CH:18]([C:26]([O:28][CH3:29])=[O:27])[CH2:17][C:16]2[C:21](=[CH:22][CH:23]=[C:14]([O:13][Si:6]([C:9]([CH3:12])([CH3:11])[CH3:10])([CH3:8])[CH3:7])[CH:15]=2)[C:20]1([CH3:25])[CH3:24])=[O:4]. The catalyst class is: 2. (10) Reactant: [CH3:1][O:2][C:3]1[CH:8]=[CH:7][C:6](/[CH:9]=[CH:10]/[C:11]([C:13]2[CH:18]=[CH:17][CH:16]=[CH:15][CH:14]=2)=[O:12])=[CH:5][CH:4]=1.[N+:19]([CH2:22][C:23]([O:25][CH2:26][CH3:27])=[O:24])([O-:21])=[O:20].C(N(CC)CC)C. Product: [CH3:1][O:2][C:3]1[CH:4]=[CH:5][C:6]([CH:9]([CH2:10][C:11](=[O:12])[C:13]2[CH:18]=[CH:17][CH:16]=[CH:15][CH:14]=2)[CH:22]([N+:19]([O-:21])=[O:20])[C:23]([O:25][CH2:26][CH3:27])=[O:24])=[CH:7][CH:8]=1. The catalyst class is: 13.